This data is from Reaction yield outcomes from USPTO patents with 853,638 reactions. The task is: Predict the reaction yield, written as a fraction of the theoretical maximum amount of product (1.0 means a 100% yield; for example, 0.34 means a 34% yield). (1) The reactants are [CH3:1][O:2][C:3]1[CH:4]=[C:5]([NH2:15])[CH:6]=[CH:7][C:8]=1[N:9]1[CH:13]=[C:12]([CH3:14])[N:11]=[CH:10]1.[Cl:16][C:17]1[N:22]=[C:21](Cl)[N:20]=[C:19]([O:24][CH:25]([CH3:27])[CH3:26])[N:18]=1. No catalyst specified. The product is [Cl:16][C:17]1[N:18]=[C:19]([O:24][CH:25]([CH3:27])[CH3:26])[N:20]=[C:21]([NH:15][C:5]2[CH:6]=[CH:7][C:8]([N:9]3[CH:13]=[C:12]([CH3:14])[N:11]=[CH:10]3)=[C:3]([O:2][CH3:1])[CH:4]=2)[N:22]=1. The yield is 0.410. (2) The reactants are [O:1]1[C:5]2[CH:6]=[CH:7][C:8]([C:10]3([C:13]([NH:15][C:16]4[CH:17]=[C:18]5[C:22](=[CH:23][CH:24]=4)[N:21]([CH2:25][CH2:26][CH2:27][C:28]([OH:30])=O)[C:20]([C:31]([CH3:34])([CH3:33])[CH3:32])=[CH:19]5)=[O:14])[CH2:12][CH2:11]3)=[CH:9][C:4]=2[O:3][CH2:2]1.CCN(CC)CC.CN(C(ON1N=NC2C=CC=CC1=2)=[N+](C)C)C.F[P-](F)(F)(F)(F)F.[CH2:66]([CH2:68][NH2:69])[OH:67]. The catalyst is CN(C=O)C. The product is [O:1]1[C:5]2[CH:6]=[CH:7][C:8]([C:10]3([C:13]([NH:15][C:16]4[CH:17]=[C:18]5[C:22](=[CH:23][CH:24]=4)[N:21]([CH2:25][CH2:26][CH2:27][C:28]([NH:69][CH2:68][CH2:66][OH:67])=[O:30])[C:20]([C:31]([CH3:32])([CH3:34])[CH3:33])=[CH:19]5)=[O:14])[CH2:12][CH2:11]3)=[CH:9][C:4]=2[O:3][CH2:2]1. The yield is 0.640. (3) The reactants are [NH2:1][C:2]1[CH:7]=[CH:6][C:5]([NH2:8])=[CH:4][CH:3]=1.[CH2:9]([N:11]=[C:12]=[O:13])[CH3:10].C(=O)([O-])[O-].[K+].[K+]. The catalyst is C1COCC1. The product is [CH2:9]([NH:11][C:12]([NH:1][C:2]1[CH:7]=[CH:6][C:5]([NH2:8])=[CH:4][CH:3]=1)=[O:13])[CH3:10]. The yield is 0.620. (4) The reactants are C(N(CC)CC)C.Cl.[CH3:9][NH:10][CH2:11][C:12]1[CH:20]=[CH:19][CH:18]=[C:17]2[C:13]=1[CH2:14][N:15]([CH:22]1[CH2:27][CH2:26][C:25](=[O:28])[NH:24][C:23]1=[O:29])[C:16]2=[O:21].[Cl:30][C:31]1[CH:32]=[C:33]([N:38]=[C:39]=[O:40])[CH:34]=[CH:35][C:36]=1[Cl:37]. The catalyst is C1COCC1. The yield is 0.700. The product is [Cl:30][C:31]1[CH:32]=[C:33]([NH:38][C:39](=[O:40])[N:10]([CH2:11][C:12]2[CH:20]=[CH:19][CH:18]=[C:17]3[C:13]=2[CH2:14][N:15]([CH:22]2[CH2:27][CH2:26][C:25](=[O:28])[NH:24][C:23]2=[O:29])[C:16]3=[O:21])[CH3:9])[CH:34]=[CH:35][C:36]=1[Cl:37]. (5) The reactants are [N+:1]([C:4]1[CH:9]=[CH:8][C:7]([C:10]#[C:11][Si:12]([CH3:15])([CH3:14])[CH3:13])=[CH:6][N:5]=1)([O-])=O.O.[Cl-].[NH4+]. The catalyst is O1CCCC1.[Fe]. The product is [CH3:13][Si:12]([C:11]#[C:10][C:7]1[CH:8]=[CH:9][C:4]([NH2:1])=[N:5][CH:6]=1)([CH3:14])[CH3:15]. The yield is 0.910. (6) The catalyst is C1COCC1.CC#N. The product is [OH:17][C:4]1([CH2:3][CH2:2][NH:1][C:23](=[O:24])[O:22][C:19]([CH3:21])([CH3:20])[CH3:18])[CH2:5][CH2:6][N:7]([CH2:10][C:11]2[CH:16]=[CH:15][CH:14]=[CH:13][CH:12]=2)[CH2:8][CH2:9]1. The yield is 0.830. The reactants are [NH2:1][CH2:2][CH2:3][C:4]1([OH:17])[CH2:9][CH2:8][N:7]([CH2:10][C:11]2[CH:16]=[CH:15][CH:14]=[CH:13][CH:12]=2)[CH2:6][CH2:5]1.[CH3:18][C:19]([O:22][C:23](O[C:23]([O:22][C:19]([CH3:21])([CH3:20])[CH3:18])=[O:24])=[O:24])([CH3:21])[CH3:20]. (7) The reactants are O[CH2:2][C@H:3]([NH:5][C:6](=[O:12])[O:7][C:8]([CH3:11])([CH3:10])[CH3:9])[CH3:4].C(Br)(Br)(Br)[Br:14].C1(P(C2C=CC=CC=2)C2C=CC=CC=2)C=CC=CC=1.C1C=C2C(C(O)(O)C(=O)C2=CC=1)=O. No catalyst specified. The product is [Br:14][CH2:2][C@H:3]([NH:5][C:6](=[O:12])[O:7][C:8]([CH3:11])([CH3:10])[CH3:9])[CH3:4]. The yield is 0.493. (8) The reactants are [Cl:1][C:2]1[CH:3]=[C:4]2[C:9](=[CH:10][CH:11]=1)[CH:8]=[C:7]([S:12]([C:15]#[C:16][C:17]([OH:19])=O)(=[O:14])=[O:13])[CH:6]=[CH:5]2.C1C=CC2N(O)N=NC=2C=1.CCN=C=NCCCN(C)C.[NH:41]1[CH2:46][CH2:45][CH:44]([N:47]2[CH2:51][CH2:50][CH2:49][C:48]2=[O:52])[CH2:43][CH2:42]1. The catalyst is CN(C=O)C.C(N(CC)CC)C. The product is [Cl:1][C:2]1[CH:3]=[C:4]2[C:9](=[CH:10][CH:11]=1)[CH:8]=[C:7]([S:12]([CH2:15][CH2:16][C:17]([N:41]1[CH2:42][CH2:43][CH:44]([N:47]3[CH2:51][CH2:50][CH2:49][C:48]3=[O:52])[CH2:45][CH2:46]1)=[O:19])(=[O:13])=[O:14])[CH:6]=[CH:5]2. The yield is 0.390.